Predict the reactants needed to synthesize the given product. From a dataset of Full USPTO retrosynthesis dataset with 1.9M reactions from patents (1976-2016). (1) Given the product [CH3:1][O:2][C:3]1[CH:17]=[CH:16][C:6]2[C:7]([C:10]3[CH:15]=[CH:14][CH:13]=[CH:12][CH:11]=3)=[C:8]([CH3:19])[O:9][C:5]=2[CH:4]=1, predict the reactants needed to synthesize it. The reactants are: [CH3:1][O:2][C:3]1[CH:17]=[CH:16][C:6]2[C:7]([C:10]3[CH:15]=[CH:14][CH:13]=[CH:12][CH:11]=3)=[CH:8][O:9][C:5]=2[CH:4]=1.[Li][CH2:19]CCC.CI. (2) Given the product [F:1][C:2]1[CH:11]=[C:10]([O:12][CH:13]([CH3:15])[CH3:14])[CH:9]=[CH:8][C:3]=1[C:4]([OH:6])=[O:5], predict the reactants needed to synthesize it. The reactants are: [F:1][C:2]1[CH:11]=[C:10]([O:12][CH:13]([CH3:15])[CH3:14])[CH:9]=[CH:8][C:3]=1[C:4]([O:6]C)=[O:5].[OH-].[Li+]. (3) Given the product [N:37]1[CH:38]=[CH:39][CH:40]=[CH:41][C:36]=1[C:2]1[C:10]2[NH:9][C:8]([N:11]3[CH2:12][CH2:13][N:14]([C:17]4[C:22]([C:23]([F:25])([F:24])[F:26])=[CH:21][CH:20]=[CH:19][N:18]=4)[CH2:15][CH2:16]3)=[N:7][C:6]=2[CH:5]=[C:4]([C:27]([F:30])([F:28])[F:29])[CH:3]=1, predict the reactants needed to synthesize it. The reactants are: Br[C:2]1[C:10]2[N:9]=[C:8]([N:11]3[CH2:16][CH2:15][N:14]([C:17]4[C:22]([C:23]([F:26])([F:25])[F:24])=[CH:21][CH:20]=[CH:19][N:18]=4)[CH2:13][CH2:12]3)[NH:7][C:6]=2[CH:5]=[C:4]([C:27]([F:30])([F:29])[F:28])[CH:3]=1.C([Sn](CCCC)(CCCC)[C:36]1[CH:41]=[CH:40][CH:39]=[CH:38][N:37]=1)CCC. (4) Given the product [OH:4][CH2:5][CH2:6][C:7]1[CH:8]=[C:9]2[C:13](=[CH:14][CH:15]=1)[NH:12][CH:11]=[C:10]2[C:16](=[O:36])[CH:17]([NH:27][C:28]1[CH:29]=[N:30][CH:31]=[C:32]([O:34][CH3:35])[CH:33]=1)[C:18]1[CH:26]=[C:21]2[CH:22]=[CH:23][CH:24]=[CH:25][N:20]2[N:19]=1, predict the reactants needed to synthesize it. The reactants are: C([O:4][CH2:5][CH2:6][C:7]1[CH:8]=[C:9]2[C:13](=[CH:14][CH:15]=1)[NH:12][CH:11]=[C:10]2[C:16](=[O:36])[CH:17]([NH:27][C:28]1[CH:29]=[N:30][CH:31]=[C:32]([O:34][CH3:35])[CH:33]=1)[C:18]1[CH:26]=[C:21]2[CH:22]=[CH:23][CH:24]=[CH:25][N:20]2[N:19]=1)(=O)C.C(=O)([O-])[O-].[K+].[K+].